From a dataset of Catalyst prediction with 721,799 reactions and 888 catalyst types from USPTO. Predict which catalyst facilitates the given reaction. (1) Reactant: C(OC(=O)[NH:7][C@@H:8]1[C:14](=[O:15])[N:13]([CH2:16][C:17]2[C:26]3[C:21](=[CH:22][C:23]([Br:27])=[CH:24][CH:25]=3)[CH:20]=[CH:19][C:18]=2[O:28][CH3:29])[C:12]2[CH:30]=[CH:31][CH:32]=[CH:33][C:11]=2[NH:10][CH2:9]1)(C)(C)C.[C:35]([OH:41])([C:37]([F:40])([F:39])[F:38])=[O:36]. Product: [F:38][C:37]([F:40])([F:39])[C:35]([OH:41])=[O:36].[NH2:7][C@@H:8]1[C:14](=[O:15])[N:13]([CH2:16][C:17]2[C:26]3[C:21](=[CH:22][C:23]([Br:27])=[CH:24][CH:25]=3)[CH:20]=[CH:19][C:18]=2[O:28][CH3:29])[C:12]2[CH:30]=[CH:31][CH:32]=[CH:33][C:11]=2[NH:10][CH2:9]1. The catalyst class is: 2. (2) Reactant: C(OC(=O)[NH:10][CH:11]([C:24](=[O:41])[N:25]([CH2:34][C:35]1[CH:40]=[CH:39][CH:38]=[CH:37][CH:36]=1)[CH2:26][CH:27]([O:31][CH2:32][CH3:33])[O:28][CH2:29][CH3:30])[CH2:12][C:13]1[CH:18]=[CH:17][C:16]([O:19][C:20]([CH3:23])([CH3:22])[CH3:21])=[CH:15][CH:14]=1)C1C=CC=CC=1. Product: [NH2:10][CH:11]([CH2:12][C:13]1[CH:14]=[CH:15][C:16]([O:19][C:20]([CH3:22])([CH3:21])[CH3:23])=[CH:17][CH:18]=1)[C:24]([N:25]([CH2:34][C:35]1[CH:36]=[CH:37][CH:38]=[CH:39][CH:40]=1)[CH2:26][CH:27]([O:31][CH2:32][CH3:33])[O:28][CH2:29][CH3:30])=[O:41]. The catalyst class is: 19. (3) Reactant: [CH:1]([N:4]1[C:9](=[O:10])[CH:8]=[CH:7][C:6]([CH2:11][C:12](=[O:19])[C:13]2[CH:18]=[CH:17][CH:16]=[CH:15][CH:14]=2)=[N:5]1)([CH3:3])[CH3:2].[BrH:20].[Br-].[Br-].[Br-].[NH+]1C=CC=CC=1.[NH+]1C=CC=CC=1.[NH+]1C=CC=CC=1. Product: [Br:20][CH:11]([C:6]1[CH:7]=[CH:8][C:9](=[O:10])[N:4]([CH:1]([CH3:3])[CH3:2])[N:5]=1)[C:12](=[O:19])[C:13]1[CH:14]=[CH:15][CH:16]=[CH:17][CH:18]=1. The catalyst class is: 15.